From a dataset of NCI-60 drug combinations with 297,098 pairs across 59 cell lines. Regression. Given two drug SMILES strings and cell line genomic features, predict the synergy score measuring deviation from expected non-interaction effect. (1) Drug 1: CNC(=O)C1=NC=CC(=C1)OC2=CC=C(C=C2)NC(=O)NC3=CC(=C(C=C3)Cl)C(F)(F)F. Drug 2: C1CN(CCN1C(=O)CCBr)C(=O)CCBr. Cell line: COLO 205. Synergy scores: CSS=16.3, Synergy_ZIP=-7.19, Synergy_Bliss=1.01, Synergy_Loewe=2.77, Synergy_HSA=2.77. (2) Drug 1: C1CNP(=O)(OC1)N(CCCl)CCCl. Drug 2: C1C(C(OC1N2C=NC(=NC2=O)N)CO)O. Cell line: MCF7. Synergy scores: CSS=-0.988, Synergy_ZIP=0.140, Synergy_Bliss=-4.66, Synergy_Loewe=-10.4, Synergy_HSA=-8.03. (3) Drug 1: C1CCC(C1)C(CC#N)N2C=C(C=N2)C3=C4C=CNC4=NC=N3. Cell line: ACHN. Drug 2: C1=NNC2=C1C(=O)NC=N2. Synergy scores: CSS=12.1, Synergy_ZIP=-3.35, Synergy_Bliss=2.01, Synergy_Loewe=2.12, Synergy_HSA=1.85. (4) Drug 1: C1=C(C(=O)NC(=O)N1)N(CCCl)CCCl. Drug 2: CC1=C(C=C(C=C1)NC(=O)C2=CC=C(C=C2)CN3CCN(CC3)C)NC4=NC=CC(=N4)C5=CN=CC=C5. Cell line: SK-MEL-2. Synergy scores: CSS=-3.48, Synergy_ZIP=-2.08, Synergy_Bliss=-13.2, Synergy_Loewe=-14.9, Synergy_HSA=-14.9. (5) Drug 1: CC1=C(C(=CC=C1)Cl)NC(=O)C2=CN=C(S2)NC3=CC(=NC(=N3)C)N4CCN(CC4)CCO. Drug 2: C(CCl)NC(=O)N(CCCl)N=O. Cell line: NCIH23. Synergy scores: CSS=17.8, Synergy_ZIP=0.482, Synergy_Bliss=-0.0458, Synergy_Loewe=4.10, Synergy_HSA=0.380. (6) Drug 1: CCC1=CC2CC(C3=C(CN(C2)C1)C4=CC=CC=C4N3)(C5=C(C=C6C(=C5)C78CCN9C7C(C=CC9)(C(C(C8N6C)(C(=O)OC)O)OC(=O)C)CC)OC)C(=O)OC.C(C(C(=O)O)O)(C(=O)O)O. Cell line: SF-268. Synergy scores: CSS=22.7, Synergy_ZIP=-7.91, Synergy_Bliss=-6.97, Synergy_Loewe=-17.2, Synergy_HSA=-4.24. Drug 2: CC1=C2C(C(=O)C3(C(CC4C(C3C(C(C2(C)C)(CC1OC(=O)C(C(C5=CC=CC=C5)NC(=O)OC(C)(C)C)O)O)OC(=O)C6=CC=CC=C6)(CO4)OC(=O)C)O)C)O. (7) Drug 1: C1=NC(=NC(=O)N1C2C(C(C(O2)CO)O)O)N. Drug 2: CC1CCCC2(C(O2)CC(NC(=O)CC(C(C(=O)C(C1O)C)(C)C)O)C(=CC3=CSC(=N3)C)C)C. Cell line: OVCAR-4. Synergy scores: CSS=57.5, Synergy_ZIP=0.214, Synergy_Bliss=-0.668, Synergy_Loewe=2.91, Synergy_HSA=5.93.